This data is from Full USPTO retrosynthesis dataset with 1.9M reactions from patents (1976-2016). The task is: Predict the reactants needed to synthesize the given product. (1) Given the product [CH3:1][O:2][C:3]1[C:4]([NH:27][C:28]2[C:29]([C:34]([O-:36])=[O:35])=[CH:30][N:31]=[CH:32][CH:33]=2)=[N:5][C:6]([C:9]2[C:17]3[C:12](=[CH:13][CH:14]=[CH:15][CH:16]=3)[N:11]([CH2:18][C:19]3[CH:24]=[CH:23][C:22]([O:25][CH3:26])=[CH:21][CH:20]=3)[N:10]=2)=[N:7][CH:8]=1.[Li+:40], predict the reactants needed to synthesize it. The reactants are: [CH3:1][O:2][C:3]1[C:4]([NH:27][C:28]2[CH:33]=[CH:32][N:31]=[CH:30][C:29]=2[C:34]([O:36]CC)=[O:35])=[N:5][C:6]([C:9]2[C:17]3[C:12](=[CH:13][CH:14]=[CH:15][CH:16]=3)[N:11]([CH2:18][C:19]3[CH:24]=[CH:23][C:22]([O:25][CH3:26])=[CH:21][CH:20]=3)[N:10]=2)=[N:7][CH:8]=1.[OH-].[Li+:40]. (2) Given the product [CH2:1]([O:3][C:4]1[CH:5]=[C:6]([CH:29]=[CH:30][C:31]=1[O:32][CH2:33][CH3:34])[CH2:7][O:8][C:9]1[CH:17]=[CH:16][C:15]2[N:14]3[CH2:18][CH2:19][CH:20]([CH2:21][C:22]([OH:24])=[O:23])[C:13]3=[CH:12][C:11]=2[CH:10]=1)[CH3:2], predict the reactants needed to synthesize it. The reactants are: [CH2:1]([O:3][C:4]1[CH:5]=[C:6]([CH:29]=[CH:30][C:31]=1[O:32][CH2:33][CH3:34])[CH2:7][O:8][C:9]1[CH:17]=[CH:16][C:15]2[N:14]3[CH2:18][CH2:19][CH:20]([CH2:21][C:22]([O:24]C(C)(C)C)=[O:23])[C:13]3=[CH:12][C:11]=2[CH:10]=1)[CH3:2].[Li+].[OH-].CCOC(C)=O.Cl. (3) Given the product [OH:11][C@H:10]([C:12]1[C:13]([CH3:22])=[C:14]2[C:15](=[CH:20][CH:21]=1)[C:16](=[O:19])[O:17][CH2:18]2)[CH2:9][N:5]1[CH2:6][CH2:7][CH2:8][CH:4]1[CH2:3][NH:2][S:34]([C:31]1[CH:30]=[CH:29][C:28]([N:23]2[CH:27]=[N:26][N:25]=[N:24]2)=[CH:33][CH:32]=1)(=[O:35])=[O:36], predict the reactants needed to synthesize it. The reactants are: Cl.[NH2:2][CH2:3][CH:4]1[CH2:8][CH2:7][CH2:6][N:5]1[CH2:9][C@@H:10]([C:12]1[CH:21]=[CH:20][C:15]2[C:16](=[O:19])[O:17][CH2:18][C:14]=2[C:13]=1[CH3:22])[OH:11].[N:23]1([C:28]2[CH:33]=[CH:32][C:31]([S:34](Cl)(=[O:36])=[O:35])=[CH:30][CH:29]=2)[CH:27]=[N:26][N:25]=[N:24]1. (4) The reactants are: C([Li])CCC.[Br:6][C:7]1[CH:12]=[CH:11][CH:10]=[C:9](Br)[C:8]=1[C:14]1[CH:19]=[CH:18][CH:17]=[CH:16][C:15]=1[Br:20].[OH-:21].[Na+].OO.Cl.I[CH3:27].[OH-].[K+]. Given the product [Br:20][C:15]1[CH:16]=[CH:17][CH:18]=[CH:19][C:14]=1[C:8]1[C:7]([Br:6])=[CH:12][CH:11]=[CH:10][C:9]=1[O:21][CH3:27], predict the reactants needed to synthesize it. (5) Given the product [CH3:4][C:2]([O:5][C:6]([NH:8][C@@H:9]([CH2:16][CH2:17][C:18]1[CH:19]=[CH:20][CH:21]=[CH:22][CH:23]=1)/[CH:10]=[CH:11]/[C:12]([OH:14])=[O:13])=[O:7])([CH3:1])[CH3:3], predict the reactants needed to synthesize it. The reactants are: [CH3:1][C:2]([O:5][C:6]([NH:8][C@@H:9]([CH2:16][CH2:17][C:18]1[CH:23]=[CH:22][CH:21]=[CH:20][CH:19]=1)/[CH:10]=[CH:11]/[C:12]([O:14]C)=[O:13])=[O:7])([CH3:4])[CH3:3].[Li+].[OH-].Cl. (6) Given the product [CH2:30]([CH:10]1[C:9]([C:8]2[CH:23]=[CH:24][C:5]([O:4][C:1](=[O:3])[CH3:2])=[CH:6][CH:7]=2)=[CH:18][C:17]2[C:12](=[CH:13][C:14]([O:19][C:20](=[O:22])[CH3:21])=[CH:15][CH:16]=2)[O:11]1)[CH:25]=[CH2:26], predict the reactants needed to synthesize it. The reactants are: [C:1]([O:4][C:5]1[CH:24]=[CH:23][C:8]([C:9]2[CH2:10][O:11][C:12]3[C:17]([CH:18]=2)=[CH:16][CH:15]=[C:14]([O:19][C:20](=[O:22])[CH3:21])[CH:13]=3)=[CH:7][CH:6]=1)(=[O:3])[CH3:2].[CH:25]1[CH:30]=CC([C+](C2C=CC=CC=2)C2C=CC=CC=2)=C[CH:26]=1.F[P-](F)(F)(F)(F)F.C([Sn](CCCC)(CCCC)CCCC)C=C.